The task is: Predict the reactants needed to synthesize the given product.. This data is from Full USPTO retrosynthesis dataset with 1.9M reactions from patents (1976-2016). (1) Given the product [CH3:6][O:7][C:8]1[N:13]=[C:12]([C:14]2[CH:19]=[CH:18][C:17]([CH:20]([CH3:22])[CH3:21])=[CH:16][CH:15]=2)[C:11]([N:23]2[CH2:24][CH2:25][C:4](=[O:5])[N:2]([CH3:3])[CH2:1][CH2:29]2)=[CH:10][CH:9]=1, predict the reactants needed to synthesize it. The reactants are: [CH3:1][N:2]([CH:4]=[O:5])[CH3:3].[CH3:6][O:7][C:8]1[N:13]=[C:12]([C:14]2[CH:19]=[CH:18][C:17]([CH:20]([CH3:22])[CH3:21])=[CH:16][CH:15]=2)[C:11]([N:23]2[CH2:29]CC(=O)N[CH2:25][CH2:24]2)=[CH:10][CH:9]=1.[H-].[Na+].IC. (2) Given the product [Cl:1][C:2]1[CH:3]=[C:4]([CH:5]([OH:6])[CH:10]=[CH2:11])[CH:7]=[CH:8][CH:9]=1, predict the reactants needed to synthesize it. The reactants are: [Cl:1][C:2]1[CH:3]=[C:4]([CH:7]=[CH:8][CH:9]=1)[CH:5]=[O:6].[CH:10]([Mg]Cl)=[CH2:11]. (3) The reactants are: [F:1][C:2]1[CH:27]=[CH:26][C:5]([CH2:6][N:7]2[C:16](=[O:17])[C:15]3[C:10](=[CH:11][CH:12]=[C:13]([C:18]#[C:19][Si](C)(C)C)[CH:14]=3)[N:9]([CH3:24])[C:8]2=[O:25])=[CH:4][CH:3]=1.[OH-].[Na+]. Given the product [F:1][C:2]1[CH:27]=[CH:26][C:5]([CH2:6][N:7]2[C:16](=[O:17])[C:15]3[C:10](=[CH:11][CH:12]=[C:13]([C:18]#[CH:19])[CH:14]=3)[N:9]([CH3:24])[C:8]2=[O:25])=[CH:4][CH:3]=1, predict the reactants needed to synthesize it. (4) Given the product [N+:35]([C:32]1[CH:33]=[CH:34][C:29]([CH2:28][CH2:27][N:11]2[CH2:12][CH2:13][N:8]([C:14]3[C:18]4[CH:19]=[CH:20][CH:21]=[CH:22][C:17]=4[S:16][N:15]=3)[CH2:9][CH2:10]2)=[CH:30][CH:31]=1)([O-:37])=[O:36], predict the reactants needed to synthesize it. The reactants are: C(=O)([O-])[O-].[K+].[K+].Cl.[N:8]1([C:14]2[C:18]3[CH:19]=[CH:20][CH:21]=[CH:22][C:17]=3[S:16][N:15]=2)[CH2:13][CH2:12][NH:11][CH2:10][CH2:9]1.S(C1C=CC(C)=CC=1)(O[CH2:27][CH2:28][C:29]1[CH:34]=[CH:33][C:32]([N+:35]([O-:37])=[O:36])=[CH:31][CH:30]=1)(=O)=O. (5) Given the product [CH3:41][C:42]1[CH:57]=[CH:56][CH:45]=[CH:44][C:43]=1[C:68]([NH:1][C:2]1[CH:3]=[C:4]([CH:18]=[C:19]([NH:21][C:25](=[O:26])[C:24]2[CH:28]=[CH:29][CH:30]=[CH:31][C:23]=2[CH3:22])[CH:20]=1)[C:5]([NH:7][C:8]1[N:13]=[CH:12][C:11]([C:14]([O:16][CH3:17])=[O:15])=[CH:10][CH:9]=1)=[O:6])=[O:69], predict the reactants needed to synthesize it. The reactants are: [NH2:1][C:2]1[CH:3]=[C:4]([CH:18]=[C:19]([NH2:21])[CH:20]=1)[C:5]([NH:7][C:8]1[N:13]=[CH:12][C:11]([C:14]([O:16][CH3:17])=[O:15])=[CH:10][CH:9]=1)=[O:6].[CH3:22][C:23]1[CH:31]=[CH:30][CH:29]=[CH:28][C:24]=1[C:25](O)=[O:26].CN(C(ON1N=N[C:42]2[CH:43]=[CH:44][CH:45]=N[C:41]1=2)=[N+](C)C)C.F[P-](F)(F)(F)(F)F.[CH:56](N(C(C)C)CC)(C)[CH3:57].CN([CH:68]=[O:69])C. (6) The reactants are: [Cl:1][C:2]1[CH:9]=[CH:8][CH:7]=[C:6]([Cl:10])[C:3]=1[CH:4]=O.[CH3:11][C:12]([C:14]1[C:19]([O:20][CH3:21])=[CH:18][CH:17]=[CH:16][C:15]=1[O:22][CH3:23])=[O:13].[OH-].[Na+]. Given the product [Cl:1][C:2]1[CH:9]=[CH:8][CH:7]=[C:6]([Cl:10])[C:3]=1[CH:4]=[CH:11][C:12]([C:14]1[C:15]([O:22][CH3:23])=[CH:16][CH:17]=[CH:18][C:19]=1[O:20][CH3:21])=[O:13], predict the reactants needed to synthesize it.